Dataset: Forward reaction prediction with 1.9M reactions from USPTO patents (1976-2016). Task: Predict the product of the given reaction. (1) The product is: [CH:28]1([NH:34][C:2]2[N:3]=[C:4]([N:13]3[CH2:14][CH2:15][N:16]([C:19](=[O:27])[CH2:20][C:21]4[CH:22]=[CH:23][CH:24]=[CH:25][CH:26]=4)[CH2:17][CH2:18]3)[C:5]3[CH:10]=[C:9]([CH2:11][CH3:12])[S:8][C:6]=3[N:7]=2)[CH2:33][CH2:32][CH2:31][CH2:30][CH2:29]1. Given the reactants Cl[C:2]1[N:3]=[C:4]([N:13]2[CH2:18][CH2:17][N:16]([C:19](=[O:27])[CH2:20][C:21]3[CH:26]=[CH:25][CH:24]=[CH:23][CH:22]=3)[CH2:15][CH2:14]2)[C:5]2[CH:10]=[C:9]([CH2:11][CH3:12])[S:8][C:6]=2[N:7]=1.[CH:28]1([NH2:34])[CH2:33][CH2:32][CH2:31][CH2:30][CH2:29]1, predict the reaction product. (2) Given the reactants [CH2:1]([O:3][C:4](=[O:22])[CH:5]([NH:18][C:19](=[O:21])[CH3:20])[C:6](=O)[C:7]1[CH:12]=[CH:11][CH:10]=[C:9]([C:13]([F:16])([F:15])[F:14])[CH:8]=1)[CH3:2].COC(C1N=C(N(C)C)SC=1C1C=CC=C(OC)C=1)=O, predict the reaction product. The product is: [CH2:1]([O:3][C:4]([C:5]1[N:18]=[C:19]([CH3:20])[O:21][C:6]=1[C:7]1[CH:12]=[CH:11][CH:10]=[C:9]([C:13]([F:16])([F:15])[F:14])[CH:8]=1)=[O:22])[CH3:2]. (3) Given the reactants Br[CH:2]1[CH2:8][CH2:7][CH2:6][CH2:5][O:4][C:3]1=[O:9].[Cl:10][C:11]1[C:12]([C:17]([F:20])([F:19])[F:18])=[N:13][NH:14][C:15]=1[CH3:16].C(=O)([O-])[O-].[K+].[K+], predict the reaction product. The product is: [Cl:10][C:11]1[C:12]([C:17]([F:19])([F:18])[F:20])=[N:13][N:14]([CH:2]2[CH2:8][CH2:7][CH2:6][CH2:5][O:4][C:3]2=[O:9])[C:15]=1[CH3:16].